Dataset: Catalyst prediction with 721,799 reactions and 888 catalyst types from USPTO. Task: Predict which catalyst facilitates the given reaction. (1) Reactant: II.[CH3:3][C@@:4]12[C:12](=[O:13])[CH2:11][CH2:10][C@H:9]1[C@@H:8]1[CH2:14][CH2:15][C:16]3[C@@H:22]([C@H:7]1[CH2:6][CH2:5]2)[CH2:21][CH2:20][C:18](=[O:19])[CH:17]=3.O=O.S([O-])([O-])(=[O:27])=S.[Na+].[Na+].[C:32](#N)C. Product: [CH3:3][C@@:4]12[C:12](=[O:13])[CH2:11][CH2:10][C@H:9]1[C@@H:8]1[CH2:14][C:15]([C:16]3[CH:17]=[C:18]([OH:19])[CH:20]=[CH:21][C:22]=3[C@H:7]1[CH2:6][CH2:5]2)=[O:27].[CH3:32][O:19][CH3:18]. The catalyst class is: 5. (2) Product: [C:3]1([CH:10]=[CH:9][CH:8]=[C:6]([OH:7])[CH:5]=1)[OH:4].[CH2:3]=[O:4]. Reactant: [OH-].[Na+].[C:3]1([CH:10]=[CH:9][CH:8]=[C:6]([OH:7])[CH:5]=1)[OH:4].C=O. The catalyst class is: 6. (3) Reactant: [CH3:1][C:2]1([CH3:10])[CH2:6][NH:5][CH:4]([C:7]([OH:9])=[O:8])[CH2:3]1.[O:11]=[C:12]1[C:20]2[C:15](=[CH:16][CH:17]=[CH:18][CH:19]=2)[C:14](=[O:21])[N:13]1[CH2:22][CH2:23][C:24](Cl)=[O:25]. Product: [O:11]=[C:12]1[C:20]2[C:15](=[CH:16][CH:17]=[CH:18][CH:19]=2)[C:14](=[O:21])[N:13]1[CH2:22][CH2:23][C:24]([N:5]1[CH2:6][C:2]([CH3:10])([CH3:1])[CH2:3][CH:4]1[C:7]([OH:9])=[O:8])=[O:25]. The catalyst class is: 3.